This data is from Forward reaction prediction with 1.9M reactions from USPTO patents (1976-2016). The task is: Predict the product of the given reaction. (1) Given the reactants [F:1][C:2]([F:27])([F:26])[S:3]([O:6][C:7]1[C:8]([C:19]2[CH:24]=[CH:23][C:22]([Cl:25])=[CH:21][CH:20]=2)=[C:9]2[C:14](=[CH:15][C:16]=1Cl)[N:13]=[C:12]([CH3:18])[CH:11]=[CH:10]2)(=[O:5])=[O:4].Cl[C:29]1C=CC(C2C(O)=C(C)C=C3C=2C=CC(C)=N3)=CC=1, predict the reaction product. The product is: [F:1][C:2]([F:27])([F:26])[S:3]([O:6][C:7]1[C:8]([C:19]2[CH:24]=[CH:23][C:22]([Cl:25])=[CH:21][CH:20]=2)=[C:9]2[C:14](=[CH:15][C:16]=1[CH3:29])[N:13]=[C:12]([CH3:18])[CH:11]=[CH:10]2)(=[O:5])=[O:4]. (2) Given the reactants C(OC([N:11]1[CH2:14][CH:13]([N:15]([C:26]2[CH:31]=[CH:30][C:29]([N:32]3[CH2:36][C@H:35]([CH2:37][NH:38][C:39](=[O:41])[CH3:40])[O:34][C:33]3=[O:42])=[CH:28][C:27]=2[F:43])C(OCC2C=CC=CC=2)=O)[CH2:12]1)=O)C1C=CC=CC=1, predict the reaction product. The product is: [NH:11]1[CH2:14][CH:13]([NH:15][C:26]2[CH:31]=[CH:30][C:29]([N:32]3[CH2:36][C@H:35]([CH2:37][NH:38][C:39](=[O:41])[CH3:40])[O:34][C:33]3=[O:42])=[CH:28][C:27]=2[F:43])[CH2:12]1. (3) Given the reactants [Si]([O:8][CH2:9][C:10]([CH3:44])([CH3:43])[CH:11]=[C:12]([C:41]#[N:42])[C:13]([N:15]1[CH2:19][CH2:18][CH2:17][C@@H:16]1[CH2:20][N:21]1[C:25]2[CH:26]=[CH:27][CH:28]=[CH:29][C:24]=2[N:23]=[C:22]1[NH:30][C:31]([C:33]1[S:34][C:35]([CH:38]([F:40])[F:39])=[CH:36][CH:37]=1)=[O:32])=[O:14])(C(C)(C)C)(C)C.Cl, predict the reaction product. The product is: [C:41]([C:12](=[CH:11][C:10]([CH3:44])([CH3:43])[CH2:9][OH:8])[C:13]([N:15]1[CH2:19][CH2:18][CH2:17][C@@H:16]1[CH2:20][N:21]1[C:25]2[CH:26]=[CH:27][CH:28]=[CH:29][C:24]=2[N:23]=[C:22]1[NH:30][C:31]([C:33]1[S:34][C:35]([CH:38]([F:40])[F:39])=[CH:36][CH:37]=1)=[O:32])=[O:14])#[N:42]. (4) Given the reactants [C:1]([O:10]C)(=O)[C:2]1[C:3](=[CH:5][CH:6]=[CH:7][CH:8]=1)[OH:4].[CH2:12]([NH2:21])[CH2:13][N:14]([CH2:18][CH2:19][NH2:20])[CH2:15][CH2:16][NH2:17].[K+].[Br-], predict the reaction product. The product is: [OH:4][C:3]1[CH:5]=[CH:6][CH:7]=[CH:8][C:2]=1[C:1]([CH:12]([NH2:21])[CH2:13][N:14]([CH2:18][CH:19]([NH2:20])[C:1](=[O:10])[C:2]1[CH:8]=[CH:7][CH:6]=[CH:5][C:3]=1[OH:4])[CH2:15][CH:16]([NH2:17])[C:1](=[O:10])[C:2]1[CH:8]=[CH:7][CH:6]=[CH:5][C:3]=1[OH:4])=[O:10]. (5) Given the reactants [O:1]=[C:2]1[N:6]([C:7]2[CH:17]=[CH:16][C:10]([C:11]([O:13]CC)=O)=[CH:9][CH:8]=2)[CH2:5][CH2:4][O:3]1.[CH3:18][C:19]1[C:24]([N:25]2[CH2:30][CH2:29][NH:28][CH2:27][CH2:26]2)=[CH:23][CH:22]=[C:21]([CH3:31])[N:20]=1, predict the reaction product. The product is: [CH3:18][C:19]1[C:24]([N:25]2[CH2:30][CH2:29][N:28]([C:11]([C:10]3[CH:9]=[CH:8][C:7]([N:6]4[CH2:5][CH2:4][O:3][C:2]4=[O:1])=[CH:17][CH:16]=3)=[O:13])[CH2:27][CH2:26]2)=[CH:23][CH:22]=[C:21]([CH3:31])[N:20]=1. (6) Given the reactants [C:1]1([C:7]([C:17]2[CH:22]=[CH:21][CH:20]=[CH:19][CH:18]=2)([C:11]2[CH:16]=[CH:15][CH:14]=[CH:13][CH:12]=2)[C:8]([OH:10])=O)[CH:6]=[CH:5][CH:4]=[CH:3][CH:2]=1.[NH2:23][CH2:24][CH2:25][CH2:26][N:27]1[CH2:32][CH2:31][CH:30]([C:33]2[CH:34]=[C:35]([NH:39][C:40](=[O:44])[CH2:41][CH2:42][CH3:43])[CH:36]=[CH:37][CH:38]=2)[CH2:29][CH2:28]1, predict the reaction product. The product is: [C:1]1([C:7]([C:11]2[CH:12]=[CH:13][CH:14]=[CH:15][CH:16]=2)([C:17]2[CH:22]=[CH:21][CH:20]=[CH:19][CH:18]=2)[C:8]([NH:23][CH2:24][CH2:25][CH2:26][N:27]2[CH2:32][CH2:31][CH:30]([C:33]3[CH:34]=[C:35]([NH:39][C:40](=[O:44])[CH2:41][CH2:42][CH3:43])[CH:36]=[CH:37][CH:38]=3)[CH2:29][CH2:28]2)=[O:10])[CH:6]=[CH:5][CH:4]=[CH:3][CH:2]=1.